This data is from Catalyst prediction with 721,799 reactions and 888 catalyst types from USPTO. The task is: Predict which catalyst facilitates the given reaction. Reactant: [CH3:1][S:2](Cl)(=[O:4])=[O:3].[CH2:6]([O:13][CH2:14][C@@H:15]1[CH2:20][O:19][C:18]2[CH:21]=[CH:22][C:23]([CH2:25][CH2:26][OH:27])=[CH:24][C:17]=2[O:16]1)[C:7]1[CH:12]=[CH:11][CH:10]=[CH:9][CH:8]=1.Cl. Product: [CH3:1][S:2]([O:27][CH2:26][CH2:25][C:23]1[CH:22]=[CH:21][C:18]2[O:19][CH2:20][C@@H:15]([CH2:14][O:13][CH2:6][C:7]3[CH:8]=[CH:9][CH:10]=[CH:11][CH:12]=3)[O:16][C:17]=2[CH:24]=1)(=[O:4])=[O:3]. The catalyst class is: 17.